From a dataset of Full USPTO retrosynthesis dataset with 1.9M reactions from patents (1976-2016). Predict the reactants needed to synthesize the given product. (1) Given the product [CH2:1]([C:3]1[N:7]([C:8]2[N:16]=[C:15]3[C:11]([N:12]=[C:13]([CH2:18][N:30]4[CH2:33][CH:32]([N:34]5[CH2:38][CH2:37][C@H:36]([F:39])[CH2:35]5)[CH2:31]4)[N:14]3[CH3:17])=[C:10]([N:20]3[CH2:21][CH2:22][O:23][CH2:24][CH2:25]3)[N:9]=2)[C:6]2[CH:26]=[CH:27][CH:28]=[CH:29][C:5]=2[N:4]=1)[CH3:2], predict the reactants needed to synthesize it. The reactants are: [CH2:1]([C:3]1[N:7]([C:8]2[N:16]=[C:15]3[C:11]([N:12]=[C:13]([CH:18]=O)[N:14]3[CH3:17])=[C:10]([N:20]3[CH2:25][CH2:24][O:23][CH2:22][CH2:21]3)[N:9]=2)[C:6]2[CH:26]=[CH:27][CH:28]=[CH:29][C:5]=2[N:4]=1)[CH3:2].[NH:30]1[CH2:33][CH:32]([N:34]2[CH2:38][CH2:37][C@H:36]([F:39])[CH2:35]2)[CH2:31]1.C(O[BH-](OC(=O)C)OC(=O)C)(=O)C.[Na+]. (2) Given the product [C:23]([C:5]1[C:7]([CH3:9])=[CH:8][C:2]([C:16]([OH:17])=[O:19])=[CH:3][C:4]=1[CH3:10])#[N:24], predict the reactants needed to synthesize it. The reactants are: Br[C:2]1[CH:8]=[C:7]([CH3:9])[C:5](N)=[C:4]([CH3:10])[CH:3]=1.Cl.N([O-])=O.[Na+].[C:16](=[O:19])([O-])[O-:17].[Na+].[Na+].[Cu](C#N)[C:23]#[N:24].[C-]#N.[K+].